Dataset: Full USPTO retrosynthesis dataset with 1.9M reactions from patents (1976-2016). Task: Predict the reactants needed to synthesize the given product. (1) Given the product [Si:1]([O:8][CH2:9][C@@H:10]([N:15]1[C:24]2[C:19](=[CH:20][C:21]([NH:41][CH2:40][C:37]3[CH:38]=[CH:39][C:34]([F:33])=[CH:35][CH:36]=3)=[C:22]([F:25])[CH:23]=2)[C:18](=[O:27])[C:17]([C:28]([O:30][CH2:31][CH3:32])=[O:29])=[CH:16]1)[C:11]([CH3:14])([CH3:13])[CH3:12])([C:4]([CH3:7])([CH3:6])[CH3:5])([CH3:3])[CH3:2], predict the reactants needed to synthesize it. The reactants are: [Si:1]([O:8][CH2:9][C@@H:10]([N:15]1[C:24]2[C:19](=[CH:20][C:21](I)=[C:22]([F:25])[CH:23]=2)[C:18](=[O:27])[C:17]([C:28]([O:30][CH2:31][CH3:32])=[O:29])=[CH:16]1)[C:11]([CH3:14])([CH3:13])[CH3:12])([C:4]([CH3:7])([CH3:6])[CH3:5])([CH3:3])[CH3:2].[F:33][C:34]1[CH:39]=[CH:38][C:37]([CH2:40][NH2:41])=[CH:36][CH:35]=1.C1C=CC(P(C2C(C3C(P(C4C=CC=CC=4)C4C=CC=CC=4)=CC=C4C=3C=CC=C4)=C3C(C=CC=C3)=CC=2)C2C=CC=CC=2)=CC=1.C([O-])([O-])=O.[Cs+].[Cs+]. (2) Given the product [Cl:3][C:4]1[CH:28]=[CH:27][C:7]2[S:8][CH:9]=[C:10]([CH:11]([C:12](=[O:13])[NH:14][C:15]3[CH:24]=[CH:23][C:22]4[C:17](=[CH:18][CH:19]=[CH:20][CH:21]=4)[CH:16]=3)[CH2:25][O:26][S:29](=[O:32])(=[O:31])[NH2:30])[C:6]=2[CH:5]=1, predict the reactants needed to synthesize it. The reactants are: [H-].[Na+].[Cl:3][C:4]1[CH:28]=[CH:27][C:7]2[S:8][CH:9]=[C:10]([CH:11]([CH2:25][OH:26])[C:12]([NH:14][C:15]3[CH:24]=[CH:23][C:22]4[C:17](=[CH:18][CH:19]=[CH:20][CH:21]=4)[CH:16]=3)=[O:13])[C:6]=2[CH:5]=1.[S:29](Cl)(=[O:32])(=[O:31])[NH2:30].